This data is from Peptide-MHC class I binding affinity with 185,985 pairs from IEDB/IMGT. The task is: Regression. Given a peptide amino acid sequence and an MHC pseudo amino acid sequence, predict their binding affinity value. This is MHC class I binding data. (1) The peptide sequence is QSSVASGFIGF. The MHC is H-2-Db with pseudo-sequence H-2-Db. The binding affinity (normalized) is 0. (2) The peptide sequence is AFIDTIKSL. The MHC is HLA-A29:02 with pseudo-sequence HLA-A29:02. The binding affinity (normalized) is 0.262. (3) The peptide sequence is IASKINNNR. The MHC is HLA-A31:01 with pseudo-sequence HLA-A31:01. The binding affinity (normalized) is 0.689. (4) The peptide sequence is KQLDIQYLK. The MHC is HLA-B57:01 with pseudo-sequence HLA-B57:01. The binding affinity (normalized) is 0.0847. (5) The peptide sequence is SVVVPIKFIA. The MHC is HLA-A02:01 with pseudo-sequence HLA-A02:01. The binding affinity (normalized) is 0.232. (6) The peptide sequence is LTTHCTKLR. The MHC is HLA-A33:01 with pseudo-sequence HLA-A33:01. The binding affinity (normalized) is 0.222.